Dataset: Caco-2 cell permeability data measuring drug intestinal absorption for ~900 compounds. Task: Regression/Classification. Given a drug SMILES string, predict its absorption, distribution, metabolism, or excretion properties. Task type varies by dataset: regression for continuous measurements (e.g., permeability, clearance, half-life) or binary classification for categorical outcomes (e.g., BBB penetration, CYP inhibition). For this dataset (caco2_wang), we predict Y. (1) The drug is COCN1C(=O)NC(=O)C(c2ccccc2)(c2ccccc2)C1=O. The Y is -4.50 log Papp (cm/s). (2) The molecule is CCOC(=O)N1CCC(CN(C2Cc3cc(C#N)ccc3N(Cc3cncn3C)C2)S(=O)(=O)c2ccccn2)CC1. The Y is -5.59 log Papp (cm/s). (3) The drug is CC(C)NC[C@@H](O)COc1ccc(CCOCC2CC2)cc1. The Y is -4.81 log Papp (cm/s). (4) The molecule is Cc1cc(O)cc(C)c1C[C@H](N)C(=O)N1CCC[C@@H]1C(=O)N[C@@H](Cc1c[nH]c2ccccc12)C(=O)N[C@@H](Cc1ccccc1)C(N)=O. The Y is -6.30 log Papp (cm/s). (5) The molecule is COc1ccc2c(c1)[C@@]13CCCC[C@@H]1[C@@H](C2)N(C)CC3. The Y is -4.63 log Papp (cm/s). (6) The drug is CN1C[C@@H]2c3ccccc3Oc3ccc(Cl)cc3[C@H]2C1. The Y is -4.73 log Papp (cm/s). (7) The drug is O=C(NC1(C(=O)N[C@H](Cc2ccccc2)C(=O)NCCC2CCN(CC3CCOCC3)CC2)CCCC1)c1cc2ccccc2s1. The Y is -5.41 log Papp (cm/s).